This data is from Experimentally validated miRNA-target interactions with 360,000+ pairs, plus equal number of negative samples. The task is: Binary Classification. Given a miRNA mature sequence and a target amino acid sequence, predict their likelihood of interaction. (1) The miRNA is hsa-miR-6835-3p with sequence AAAAGCACUUUUCUGUCUCCCAG. The protein sequence of the target gene is MFLWLFLILSALISSTNADSDISVEICNVCSCVSVENVLYVNCEKVSVYRPNQLKPPWSNFYHLNFQNNFLNILYPNTFLNFSHAVSLHLGNNKLQNIEGGAFLGLSALKQLHLNNNELKILRADTFLGIENLEYLQADYNLIKYIERGAFNKLHKLKVLILNDNLISFLPDNIFRFASLTHLDIRGNRIQKLPYIGVLEHIGRVVELQLEDNPWNCSCDLLPLKAWLENMPYNIYIGEAICETPSDLYGRLLKETNKQELCPMGTGSDFDVRILPPSQLENGYTTPNGHTTQTSLHRLV.... Result: 1 (interaction). (2) The miRNA is mmu-miR-542-3p with sequence UGUGACAGAUUGAUAACUGAAA. The protein sequence of the target gene is MALWVTAVLALACLGGLAAPGPVPRSVSLPLTLKELIEELSNITQDQTPLCNGSMVWSVDLAAGGFCVALDSLTNISNCNAIYRTQRILHGLCNRKAPTTVSSLPDTKIEVAHFITKLLSYTKQLFRHGPF. Result: 0 (no interaction). (3) The protein sequence of the target gene is MNTAPSRPSPTRRDPYSFGDSRDTRRDRSPIRGSPRREPRDGRNGRDARDSRDIRDPRDLRDRRDSRDIRDHRDSRSVREARDLRDFRDFRDLRDSRDFRDHRDPVYDRYRDIRDSRDPLYRREGSYDRYLRVDDYCRRKDDSYFDRYRDSFDGRGPPGPESQSRAKERLKREERRREELYRRYFEEIQRRFDAERPVDCSVIVVNKQTKDYAESVGRKVRDLGMVVDLIFLNTEVSLSQALEDVSRGGSPFAIVITQQHQIHRSCTVNIMFGTPQEHRNMPQADAMVLVARNYERYKND.... The miRNA is mmu-miR-361-5p with sequence UUAUCAGAAUCUCCAGGGGUAC. Result: 0 (no interaction). (4) The miRNA is hsa-miR-6125 with sequence GCGGAAGGCGGAGCGGCGGA. The protein sequence of the target gene is MLSPQRTAAVASRGAGDAMENGKPGPVQVVLVHKEQHSFELEERALASVLLQDHIRDLDVVVVSVAGAFRKGKSFILDFMLRYLYSQKEGGHSDWLGDPEEPLTGFSWRGGSDPETTGIQIWSEVFTVKKPCGKKVAVVLMDTQGAFDSQSTVKDCATIFALSTMTSSVQIYNLSQNIQEDDLQQLQLFTEYGRLAMDEIFQKPFQTLMFLIRDWSFPYEYNYGLQGGMAFLDKRLHVKEHQHEEIQNVRNHIHSCFSDVTCFLLPHPGLQVATSPNFDGKLKDIASEFKEQLQALIPYV.... Result: 0 (no interaction). (5) The miRNA is hsa-miR-8055 with sequence CUUUGAGCACAUGAGCAGACGGA. The protein sequence of the target gene is MPSETPQAEVGPTGCPHRSGPHSAKGSLEKGSPEDKEAKEPLWIRPDAPSRCTWQLGRPASESPHHHTAPAKSPKILPDILKKIGDTPMVRINKIGKKFGLKCELLAKCEFFNAGGSVKDRISLRMIEDAERDGTLKPGDTIIEPTSGNTGIGLALAAAVRGYRCIIVMPEKMSSEKVDVLRALGAEIVRTPTNARFDSPESHVGVAWRLKNEIPNSHILDQYRNASNPLAHYDTTADEILQQCDGKLDMLVASVGTGGTITGIARKLKEKCPGCRIIGVDPEGSILAEPEELNQTEQTT.... Result: 1 (interaction). (6) The miRNA is hsa-miR-513b-3p with sequence AAAUGUCACCUUUUUGAGAGGA. The protein sequence of the target gene is MEGGLSAPLSVRLLLFIALPAAGWLTTNAPRPPSTAPQNGIQINVTTLSKSGEESEEQVVLNITYERGQVYVNDLPVNSGVTRISCQTLIVKSENLEKLEEKHYFGIVTVRILVLERPVTYSASSQLIVIQGEVVEIDGRQAQQKNVTEIDILVKNQRVLRYSSYFLPLEESMLYSISQDSDILFTLPDFSKKGTVSSLQTTSHYLMGNVETTVDGNALPGKLPETPLRAEPPSSYKVMCQWMEKLRKALCRFWSSVVPVLFMFLDVMVVGVLGAAGVIAVLKLLFPVCENKGILQVDKM.... Result: 0 (no interaction). (7) The miRNA is mmu-miR-669p-5p with sequence AGUUGUGUGUGCAUGUUCAUGUCU. The protein sequence of the target gene is MGGKLSKKKKGYNVNDEKAKDKDKKAEGAGTEEEGTPKESEPQAAADATEVKESTEEKPKDAADGEAKAEEKEADKAAAAKEEAPKAEPEKSEGAAEEQPEPAPAPEQEAAAPGPAAGGEAPKAGEASAESTGAADGAAPEEGEAKKTEAPAAAGPEAKSDAAPAASDSKPSSAEPAPSSKETPAASEAPSSAAKAPAPAAPAAAEPQAEAPAAAASSEQSVAVKE. Result: 0 (no interaction). (8) The miRNA is hsa-miR-3117-5p with sequence AGACACUAUACGAGUCAUAU. The protein sequence of the target gene is MPALRPLLPLLLLLRLTSGAGLLPGLGSHPGVCPNQLSPNLWVDAQSTCERECSRDQDCAAAEKCCINVCGLHSCVAARFPGSPAAPTTAASCEGFVCPQQGSDCDIWDGQPVCRCRDRCEKEPSFTCASDGLTYYNRCYMDAEACLRGLHLHIVPCKHVLSWPPSSPGPPETTARPTPGAAPVPPALYSSPSPQAVQVGGTASLHCDVSGRPPPAVTWEKQSHQRENLIMRPDQMYGNVVVTSIGQLVLYNARPEDAGLYTCTARNAAGLLRADFPLSVVQREPARDAAPSIPAPAECL.... Result: 0 (no interaction).